Dataset: Catalyst prediction with 721,799 reactions and 888 catalyst types from USPTO. Task: Predict which catalyst facilitates the given reaction. Reactant: C([Li])CCC.[CH3:6][C:7]([CH3:36])([CH2:34][CH3:35])[CH2:8][C:9]1[N:10]=[C:11]([CH3:33])[N:12]([C:14]([C:27]2[CH:32]=[CH:31][CH:30]=[CH:29][CH:28]=2)([C:21]2[CH:26]=[CH:25][CH:24]=[CH:23][CH:22]=2)[C:15]2[CH:20]=[CH:19][CH:18]=[CH:17][CH:16]=2)[CH:13]=1.[F:37][C:38]1[CH:39]=[CH:40][C:41]([C:44]2[CH:55]=[CH:54][C:47]([C:48](N(OC)C)=[O:49])=[CH:46][CH:45]=2)=[N:42][CH:43]=1. Product: [CH3:6][C:7]([CH3:36])([CH2:34][CH3:35])[CH2:8][C:9]1[N:10]=[C:11]([CH2:33][C:48]([C:47]2[CH:46]=[CH:45][C:44]([C:41]3[CH:40]=[CH:39][C:38]([F:37])=[CH:43][N:42]=3)=[CH:55][CH:54]=2)=[O:49])[N:12]([C:14]([C:27]2[CH:32]=[CH:31][CH:30]=[CH:29][CH:28]=2)([C:21]2[CH:22]=[CH:23][CH:24]=[CH:25][CH:26]=2)[C:15]2[CH:20]=[CH:19][CH:18]=[CH:17][CH:16]=2)[CH:13]=1. The catalyst class is: 7.